The task is: Regression. Given two drug SMILES strings and cell line genomic features, predict the synergy score measuring deviation from expected non-interaction effect.. This data is from NCI-60 drug combinations with 297,098 pairs across 59 cell lines. (1) Cell line: A498. Drug 1: CC=C1C(=O)NC(C(=O)OC2CC(=O)NC(C(=O)NC(CSSCCC=C2)C(=O)N1)C(C)C)C(C)C. Drug 2: CC1C(C(CC(O1)OC2CC(CC3=C2C(=C4C(=C3O)C(=O)C5=CC=CC=C5C4=O)O)(C(=O)C)O)N)O. Synergy scores: CSS=98.4, Synergy_ZIP=12.5, Synergy_Bliss=12.6, Synergy_Loewe=14.7, Synergy_HSA=16.3. (2) Drug 1: COC1=CC(=CC(=C1O)OC)C2C3C(COC3=O)C(C4=CC5=C(C=C24)OCO5)OC6C(C(C7C(O6)COC(O7)C8=CC=CS8)O)O. Drug 2: CCCCCOC(=O)NC1=NC(=O)N(C=C1F)C2C(C(C(O2)C)O)O. Cell line: UACC-257. Synergy scores: CSS=10.1, Synergy_ZIP=-3.33, Synergy_Bliss=0.458, Synergy_Loewe=-55.5, Synergy_HSA=0.625. (3) Drug 1: C1CCN(CC1)CCOC2=CC=C(C=C2)C(=O)C3=C(SC4=C3C=CC(=C4)O)C5=CC=C(C=C5)O. Drug 2: CN(C(=O)NC(C=O)C(C(C(CO)O)O)O)N=O. Cell line: DU-145. Synergy scores: CSS=-3.78, Synergy_ZIP=6.10, Synergy_Bliss=5.46, Synergy_Loewe=-2.57, Synergy_HSA=-1.75. (4) Drug 1: CCCS(=O)(=O)NC1=C(C(=C(C=C1)F)C(=O)C2=CNC3=C2C=C(C=N3)C4=CC=C(C=C4)Cl)F. Drug 2: C1=CN(C=N1)CC(O)(P(=O)(O)O)P(=O)(O)O. Synergy scores: CSS=4.06, Synergy_ZIP=1.25, Synergy_Bliss=4.22, Synergy_Loewe=3.39, Synergy_HSA=3.61. Cell line: SK-OV-3. (5) Drug 1: CC1=C(C(CCC1)(C)C)C=CC(=CC=CC(=CC(=O)O)C)C. Drug 2: C1=NNC2=C1C(=O)NC=N2. Cell line: NCIH23. Synergy scores: CSS=-0.843, Synergy_ZIP=-0.757, Synergy_Bliss=-2.22, Synergy_Loewe=-3.90, Synergy_HSA=-3.63. (6) Synergy scores: CSS=32.5, Synergy_ZIP=1.46, Synergy_Bliss=0.341, Synergy_Loewe=-30.3, Synergy_HSA=0.0178. Drug 2: CCC1(C2=C(COC1=O)C(=O)N3CC4=CC5=C(C=CC(=C5CN(C)C)O)N=C4C3=C2)O.Cl. Cell line: OVCAR-8. Drug 1: CCCCCOC(=O)NC1=NC(=O)N(C=C1F)C2C(C(C(O2)C)O)O. (7) Drug 1: C1=CC(=CC=C1CCC2=CNC3=C2C(=O)NC(=N3)N)C(=O)NC(CCC(=O)O)C(=O)O. Drug 2: C1CC(C1)(C(=O)O)C(=O)O.[NH2-].[NH2-].[Pt+2]. Cell line: TK-10. Synergy scores: CSS=22.3, Synergy_ZIP=-6.80, Synergy_Bliss=-11.5, Synergy_Loewe=-10.8, Synergy_HSA=-9.33.